Dataset: M1 muscarinic receptor antagonist screen with 61,756 compounds. Task: Binary Classification. Given a drug SMILES string, predict its activity (active/inactive) in a high-throughput screening assay against a specified biological target. (1) The molecule is Clc1cc(N2CCN(CC2)C(=O)c2c(occ2)C)ccc1Cl. The result is 0 (inactive). (2) The compound is o1c(C(=O)Nc2c(N3CCCC3)cccc2)cc2c1cccc2. The result is 0 (inactive). (3) The molecule is O(C(c1nc(ccc1)C)C(=O)NCc1ccccc1)C(=O)c1occc1. The result is 0 (inactive). (4) The drug is s\1c2n(nc(Cc3ccccc3)c(=O)n2)c(=O)c1=C/c1occc1. The result is 0 (inactive). (5) The drug is s1c2c(CCCCC2)c(c1)C(=O)NCc1sccc1. The result is 0 (inactive). (6) The compound is S1c2c(nc(SCC(=O)Nc3c(OC)cc(OC)cc3)n(c2=O)c2ccc(F)cc2)CC1. The result is 0 (inactive). (7) The drug is Clc1c(C(=O)NCc2oc(SCC(=O)Nc3ccccc3)nn2)c(F)ccc1. The result is 0 (inactive).